This data is from Full USPTO retrosynthesis dataset with 1.9M reactions from patents (1976-2016). The task is: Predict the reactants needed to synthesize the given product. (1) Given the product [O:50]=[S:2]1(=[O:1])[CH2:3][CH2:4][N:5]([CH2:8][CH2:9][NH:10][C@:11]23[CH2:46][CH2:45][C@@H:44]([NH:53][C:56]([O:76][CH3:75])=[O:79])[C@@H:12]2[C@@H:13]2[C@@:26]([CH3:29])([CH2:27][CH2:28]3)[C@@:25]3([CH3:30])[C@@H:16]([C@:17]4([CH3:43])[C@@H:22]([CH2:23][CH2:24]3)[C:21]([CH3:31])([CH3:32])[C:20]([C:33]3[CH:34]=[CH:35][C:36]([C:39]([O:41][CH3:42])=[O:40])=[CH:37][CH:38]=3)=[CH:19][CH2:18]4)[CH2:15][CH2:14]2)[CH2:6][CH2:7]1, predict the reactants needed to synthesize it. The reactants are: [O:1]=[S:2]1(=[O:50])[CH2:7][CH2:6][N:5]([CH2:8][CH2:9][NH:10][C@:11]23[CH2:46][CH2:45][C@@H:44](C(O)=O)[C@@H:12]2[C@@H:13]2[C@@:26]([CH3:29])([CH2:27][CH2:28]3)[C@@:25]3([CH3:30])[C@@H:16]([C@:17]4([CH3:43])[C@@H:22]([CH2:23][CH2:24]3)[C:21]([CH3:32])([CH3:31])[C:20]([C:33]3[CH:38]=[CH:37][C:36]([C:39]([O:41][CH3:42])=[O:40])=[CH:35][CH:34]=3)=[CH:19][CH2:18]4)[CH2:15][CH2:14]2)[CH2:4][CH2:3]1.C([N:53]([CH2:56]C)CC)C.C1(P(N=[N+]=[N-])(C2C=CC=CC=2)=O)C=CC=CC=1.[CH3:75][O-:76].[Na+].C[OH:79]. (2) Given the product [N:3]1([CH2:14][C:12]([OH:13])([CH2:15][CH2:16][CH2:17][CH2:18][C:19]2[CH:24]=[CH:23][C:22]([F:25])=[CH:21][CH:20]=2)[C:8]([CH3:11])([CH3:10])[CH3:9])[CH:4]=[N:27][CH:26]=[N:2]1, predict the reactants needed to synthesize it. The reactants are: N1C=[CH:4][N:3]=[N:2]1.[H-].[Na+].[C:8]([C:12]1([CH2:15][CH2:16][CH2:17][CH2:18][C:19]2[CH:24]=[CH:23][C:22]([F:25])=[CH:21][CH:20]=2)[CH2:14][O:13]1)([CH3:11])([CH3:10])[CH3:9].[CH3:26][N:27](C)C=O.